This data is from Reaction yield outcomes from USPTO patents with 853,638 reactions. The task is: Predict the reaction yield, written as a fraction of the theoretical maximum amount of product (1.0 means a 100% yield; for example, 0.34 means a 34% yield). (1) The reactants are Cl[C:2]([F:7])([F:6])C([O-])=O.[Na+].[OH:9][C:10]1[CH:11]=[C:12]([CH:15]=[CH:16][CH:17]=1)[CH:13]=[O:14].C(=O)([O-])[O-].[K+].[K+]. The catalyst is CN(C=O)C.O. The product is [F:7][CH:2]([F:6])[O:9][C:10]1[CH:11]=[C:12]([CH:15]=[CH:16][CH:17]=1)[CH:13]=[O:14]. The yield is 0.360. (2) The reactants are Cl.[NH2:2][CH2:3][C:4]1[CH:5]=[C:6]2[C:10](=[CH:11][CH:12]=1)[C:9](=[O:13])[N:8]([CH:14]1[CH2:19][CH2:18][C:17](=[O:20])[NH:16][C:15]1=[O:21])[CH2:7]2.[F:22][C:23]([F:34])([F:33])[C:24]1[CH:25]=[C:26]([CH:30]=[CH:31][CH:32]=1)C(Cl)=O.C(N(CC)CC)C.CN(C)[CH:44]=[O:45]. No catalyst specified. The product is [O:21]=[C:15]1[CH:14]([N:8]2[CH2:7][C:6]3[C:10](=[CH:11][CH:12]=[C:4]([CH2:3][NH:2][C:44](=[O:45])[C:25]4[CH:26]=[CH:30][CH:31]=[CH:32][C:24]=4[C:23]([F:22])([F:33])[F:34])[CH:5]=3)[C:9]2=[O:13])[CH2:19][CH2:18][C:17](=[O:20])[NH:16]1. The yield is 0.430.